Dataset: Full USPTO retrosynthesis dataset with 1.9M reactions from patents (1976-2016). Task: Predict the reactants needed to synthesize the given product. The reactants are: [Br-].C([P+]([C:20]1[CH:25]=[CH:24][CH:23]=[CH:22][CH:21]=1)([C:20]1[CH:25]=[CH:24][CH:23]=[CH:22][CH:21]=1)[C:20]1[CH:25]=[CH:24][CH:23]=[CH:22][CH:21]=1)CCCC.[Li+].C[Si]([N-][Si](C)(C)C)(C)C.[NH:36]1[C:44]2[C:39](=[CH:40][CH:41]=[CH:42][CH:43]=2)[C:38](C=O)=[CH:37]1.[Cl-].[NH4+]. Given the product [CH:39]([C:38]1[C:21]2[C:20](=[CH:25][CH:24]=[CH:23][CH:22]=2)[NH:36][CH:37]=1)=[CH:40][CH2:41][CH2:42][CH2:43][CH3:44], predict the reactants needed to synthesize it.